This data is from Reaction yield outcomes from USPTO patents with 853,638 reactions. The task is: Predict the reaction yield, written as a fraction of the theoretical maximum amount of product (1.0 means a 100% yield; for example, 0.34 means a 34% yield). (1) The product is [Br:1][CH:2]1[CH2:4][C:3]1([CH3:10])[CH2:5][CH2:6][CH2:7][CH2:8][CH3:9]. The yield is 0.950. The catalyst is CO.[Zn]. The reactants are [Br:1][C:2]1(Br)[CH2:4][C:3]1([CH3:10])[CH2:5][CH2:6][CH2:7][CH2:8][CH3:9].C(O)(=O)C. (2) The reactants are [C:1]1([C:7]([C:36]2[CH:41]=[CH:40][CH:39]=[CH:38][CH:37]=2)=[N:8][C:9]2[CH:14]=[CH:13][CH:12]=[C:11]([C:15]3[C:19]([C:20]4[CH:25]=[CH:24][N+:23]([O-])=[CH:22][CH:21]=4)=[CH:18][N:17]([CH2:27][C:28]4[CH:33]=[CH:32][C:31]([O:34][CH3:35])=[CH:30][CH:29]=4)[N:16]=3)[CH:10]=2)[CH:6]=[CH:5][CH:4]=[CH:3][CH:2]=1.[C:42]([NH2:46])([CH3:45])([CH3:44])[CH3:43].C1(C)C=CC(S(OS(C2C=CC(C)=CC=2)(=O)=O)(=O)=O)=CC=1.ClCCl. The catalyst is FC(C1C=CC=CC=1)(F)F. The product is [C:42]([NH:46][C:24]1[CH:25]=[C:20]([C:19]2[C:15]([C:11]3[CH:12]=[CH:13][CH:14]=[C:9]([N:8]=[C:7]([C:36]4[CH:41]=[CH:40][CH:39]=[CH:38][CH:37]=4)[C:1]4[CH:6]=[CH:5][CH:4]=[CH:3][CH:2]=4)[CH:10]=3)=[N:16][N:17]([CH2:27][C:28]3[CH:33]=[CH:32][C:31]([O:34][CH3:35])=[CH:30][CH:29]=3)[CH:18]=2)[CH:21]=[CH:22][N:23]=1)([CH3:45])([CH3:44])[CH3:43]. The yield is 0.730. (3) The reactants are C(NC(C)C)(C)C.C([Li])CCC.[CH3:13][S:14][C:15]1[CH:20]=[CH:19][C:18]([CH2:21][C:22]([OH:24])=[O:23])=[CH:17][CH:16]=1.I[CH2:26][CH:27]1[CH2:31][CH2:30][CH2:29][CH2:28]1. The catalyst is O1CCCC1.CN1CCCN(C)C1=O. The product is [CH:27]1([CH2:26][CH:21]([C:18]2[CH:17]=[CH:16][C:15]([S:14][CH3:13])=[CH:20][CH:19]=2)[C:22]([OH:24])=[O:23])[CH2:31][CH2:30][CH2:29][CH2:28]1. The yield is 0.350. (4) The reactants are FC(F)(F)C(O)=O.[O:8]=[C:9]1[C@H:15]2[CH2:16][N:11]([C:12]3[CH:29]=[CH:28][C:27]([C:30]4[CH:35]=[CH:34][CH:33]=[C:32]([C:36]([F:39])([F:38])[F:37])[CH:31]=4)=[N:26][C:13]=3[N:14]2[C:17]([NH:19][C:20]2[CH:25]=[CH:24][CH:23]=[CH:22][N:21]=2)=[O:18])[CH2:10]1.[Li+].[B-](CC)(CC)CC. The catalyst is C1COCC1. The product is [OH:8][C@@H:9]1[C@H:15]2[CH2:16][N:11]([C:12]3[CH:29]=[CH:28][C:27]([C:30]4[CH:35]=[CH:34][CH:33]=[C:32]([C:36]([F:39])([F:38])[F:37])[CH:31]=4)=[N:26][C:13]=3[N:14]2[C:17]([NH:19][C:20]2[CH:25]=[CH:24][CH:23]=[CH:22][N:21]=2)=[O:18])[CH2:10]1. The yield is 0.550.